This data is from Retrosynthesis with 50K atom-mapped reactions and 10 reaction types from USPTO. The task is: Predict the reactants needed to synthesize the given product. (1) The reactants are: O=C(Cl)OCCl.OCCCOCc1ccccc1. Given the product O=C(OCCl)OCCCOCc1ccccc1, predict the reactants needed to synthesize it. (2) Given the product Cc1c(NC[C@H](NC(=O)OCc2ccccc2)C(=O)OC(C)(C)C)ncnc1N1CCC(c2ccc3c(n2)NCCC3)CC1, predict the reactants needed to synthesize it. The reactants are: Cc1c(Cl)ncnc1NC[C@H](NC(=O)OCc1ccccc1)C(=O)OC(C)(C)C.c1cc2c(nc1C1CCNCC1)NCCC2. (3) Given the product Cc1cccc(N2CCN(c3ccc(Oc4ccccc4)nn3)CC2)c1, predict the reactants needed to synthesize it. The reactants are: Cc1cccc(N2CCN(c3ccc(Cl)nn3)CC2)c1.Oc1ccccc1. (4) Given the product Cc1ccc(Cn2cc(C#Cc3cccc(Cl)c3)nc2C)cn1, predict the reactants needed to synthesize it. The reactants are: Cc1ccc(CCl)cn1.Cc1nc(C#Cc2cccc(Cl)c2)c[nH]1. (5) The reactants are: CC(C)(C)OC(=O)CBr.Oc1cccc(Br)c1. Given the product CC(C)(C)OC(=O)COc1cccc(Br)c1, predict the reactants needed to synthesize it.